This data is from Full USPTO retrosynthesis dataset with 1.9M reactions from patents (1976-2016). The task is: Predict the reactants needed to synthesize the given product. (1) Given the product [C:28]([N:32]1[CH2:37][CH2:36][C:35](=[CH:38][C:2]2[CH:11]=[C:10]3[C:5]([CH:6]=[CH:7][C:8](=[O:20])[N:9]3[C:12]3[C:17]([Cl:18])=[CH:16][CH:15]=[CH:14][C:13]=3[Cl:19])=[C:4]([C:21]3[CH:26]=[CH:25][CH:24]=[CH:23][C:22]=3[Cl:27])[N:3]=2)[CH2:34][CH2:33]1)([CH3:31])([CH3:30])[CH3:29], predict the reactants needed to synthesize it. The reactants are: Br[C:2]1[CH:11]=[C:10]2[C:5]([CH:6]=[CH:7][C:8](=[O:20])[N:9]2[C:12]2[C:17]([Cl:18])=[CH:16][CH:15]=[CH:14][C:13]=2[Cl:19])=[C:4]([C:21]2[CH:26]=[CH:25][CH:24]=[CH:23][C:22]=2[Cl:27])[N:3]=1.[C:28]([N:32]1[CH2:37][CH2:36][C:35](=[CH:38][Sn](C)(C)C)[CH2:34][CH2:33]1)([CH3:31])([CH3:30])[CH3:29]. (2) Given the product [CH2:1]([O:8][C:9]1[CH:14]=[CH:13][C:12]([C:15]2[O:16][C:17]3[CH:23]=[C:22]([C:28](=[O:32])[CH2:29][CH2:30][CH3:31])[CH:21]=[CH:20][C:18]=3[N:19]=2)=[CH:11][CH:10]=1)[C:2]1[CH:7]=[CH:6][CH:5]=[CH:4][CH:3]=1, predict the reactants needed to synthesize it. The reactants are: [CH2:1]([O:8][C:9]1[CH:14]=[CH:13][C:12]([C:15]2[O:16][C:17]3[CH:23]=[C:22](Br)[CH:21]=[CH:20][C:18]=3[N:19]=2)=[CH:11][CH:10]=1)[C:2]1[CH:7]=[CH:6][CH:5]=[CH:4][CH:3]=1.CON(C)[C:28](=[O:32])[CH2:29][CH2:30][CH3:31]. (3) Given the product [C:25]([O:28][CH2:11][S:8][C:7]1[C:2]([F:1])=[CH:3][C:4]([C:13]2[C:14]([C:19]3[CH:24]=[CH:23][CH:22]=[CH:21][CH:20]=3)=[N:15][O:16][C:17]=2[CH3:18])=[CH:5][C:6]=1[F:12])(=[O:27])[CH3:26], predict the reactants needed to synthesize it. The reactants are: [F:1][C:2]1[CH:3]=[C:4]([C:13]2[C:14]([C:19]3[CH:24]=[CH:23][CH:22]=[CH:21][CH:20]=3)=[N:15][O:16][C:17]=2[CH3:18])[CH:5]=[C:6]([F:12])[C:7]=1[S:8]([CH3:11])(=O)=O.[C:25]([O-:28])(=[O:27])[CH3:26].[Na+]. (4) Given the product [S:50]1[C:54]2[CH:55]=[CH:56][CH:57]=[CH:58][C:53]=2[N:52]=[C:51]1[CH2:59][NH:60][C:14]([C@@H:9]1[CH2:10][C@@H:11]([F:13])[CH2:12][N:8]1[C:6]([O:5][C:1]([CH3:2])([CH3:3])[CH3:4])=[O:7])=[O:16], predict the reactants needed to synthesize it. The reactants are: [C:1]([O:5][C:6]([N:8]1[CH2:12][C@H:11]([F:13])[CH2:10][C@H:9]1[C:14]([OH:16])=O)=[O:7])([CH3:4])([CH3:3])[CH3:2].CN(C(ON1N=NC2C=CC=CC1=2)=[N+](C)C)C.F[P-](F)(F)(F)(F)F.CCN(C(C)C)C(C)C.[S:50]1[C:54]2[CH:55]=[CH:56][CH:57]=[CH:58][C:53]=2[N:52]=[C:51]1[CH2:59][NH2:60]. (5) Given the product [S:2]([O:11][CH2:12][CH:13]([NH:24][C:25](=[O:31])[O:26][C:27]([CH3:28])([CH3:30])[CH3:29])[C:14]1[CH:19]=[CH:18][CH:17]=[C:16]([C:20]([F:23])([F:22])[F:21])[CH:15]=1)(=[O:4])(=[O:3])[NH2:5], predict the reactants needed to synthesize it. The reactants are: Cl[S:2]([N:5]=C=O)(=[O:4])=[O:3].C(O)=O.[OH:11][CH2:12][CH:13]([NH:24][C:25](=[O:31])[O:26][C:27]([CH3:30])([CH3:29])[CH3:28])[C:14]1[CH:19]=[CH:18][CH:17]=[C:16]([C:20]([F:23])([F:22])[F:21])[CH:15]=1.N1C=CC=CC=1. (6) Given the product [OH:33][C@H:32]([C:31]1[C:23]([CH3:22])=[C:24]2[C:28](=[CH:29][CH:30]=1)[C:27](=[O:35])[O:26][CH2:25]2)[CH2:34][N:18]1[CH2:19][CH2:20][C:13]2([C:12](=[O:21])[N:11]([C:8]3[N:9]=[N:10][C:5]([S:2]([CH3:1])(=[O:4])=[O:3])=[CH:6][CH:7]=3)[CH2:15][CH2:14]2)[CH2:16][CH2:17]1, predict the reactants needed to synthesize it. The reactants are: [CH3:1][S:2]([C:5]1[N:10]=[N:9][C:8]([N:11]2[CH2:15][CH2:14][C:13]3([CH2:20][CH2:19][NH:18][CH2:17][CH2:16]3)[C:12]2=[O:21])=[CH:7][CH:6]=1)(=[O:4])=[O:3].[CH3:22][C:23]1[C:31]([C@@H:32]2[CH2:34][O:33]2)=[CH:30][CH:29]=[C:28]2[C:24]=1[CH2:25][O:26][C:27]2=[O:35]. (7) Given the product [CH2:9]([O:16][C:17]1[C:21](=[CH:1][C:3]2[NH:4][C:5]([CH3:8])=[CH:6][CH:7]=2)[NH:20][C:19](=[O:22])[CH:18]=1)[C:10]1[CH:11]=[CH:12][CH:13]=[CH:14][CH:15]=1, predict the reactants needed to synthesize it. The reactants are: [CH:1]([C:3]1[NH:4][C:5]([CH3:8])=[CH:6][CH:7]=1)=O.[CH2:9]([O:16][C:17]1[CH2:21][NH:20][C:19](=[O:22])[CH:18]=1)[C:10]1[CH:15]=[CH:14][CH:13]=[CH:12][CH:11]=1. (8) Given the product [CH3:1][O:2][C:3]1[C:4]([OH:9])=[N:5][CH:6]=[C:7]([N+:10]([O-:12])=[O:11])[CH:8]=1, predict the reactants needed to synthesize it. The reactants are: [CH3:1][O:2][C:3]1[C:4]([OH:9])=[N:5][CH:6]=[CH:7][CH:8]=1.[N+:10]([O-])([OH:12])=[O:11].